This data is from Full USPTO retrosynthesis dataset with 1.9M reactions from patents (1976-2016). The task is: Predict the reactants needed to synthesize the given product. (1) Given the product [CH2:1]([C:3]1[CH:4]=[CH:5][C:6]([O:17][CH:18]([CH2:33][CH2:27][OH:30])[CH2:21][CH2:20][CH3:24])=[C:7]([C:9]([C:11]2[CH:16]=[CH:15][CH:14]=[CH:13][CH:12]=2)=[O:10])[CH:8]=1)[CH3:2], predict the reactants needed to synthesize it. The reactants are: [CH2:1]([C:3]1[CH:4]=[CH:5][C:6]([O:17][CH3:18])=[C:7]([C:9]([C:11]2[CH:16]=[CH:15][CH:14]=[CH:13][CH:12]=2)=[O:10])[CH:8]=1)[CH3:2].Br[CH:20]([CH2:24]CC)[CH2:21]CO.[C:27]([O-:30])([O-])=O.[Cs+].[Cs+].[CH3:33]N(C=O)C. (2) Given the product [F:30][C:31]1[CH:32]=[CH:33][C:34]([C:35](/[N:37]=[C:38]2\[NH:1][C:2]3[CH:7]=[CH:6][C:5]([O:8][CH2:9][CH2:10][N:11]4[CH2:16][CH2:15][O:14][CH2:13][CH2:12]4)=[CH:4][C:3]=3[N:17]\2[C@H:18]2[CH2:23][CH2:22][C@@H:21]([C:24](=[O:25])[NH:26][CH:27]([CH3:29])[CH3:28])[CH2:20][CH2:19]2)=[O:36])=[CH:64][CH:65]=1, predict the reactants needed to synthesize it. The reactants are: [NH2:1][C:2]1[CH:7]=[CH:6][C:5]([O:8][CH2:9][CH2:10][N:11]2[CH2:16][CH2:15][O:14][CH2:13][CH2:12]2)=[CH:4][C:3]=1[NH:17][C@@H:18]1[CH2:23][CH2:22][C@H:21]([C:24]([NH:26][CH:27]([CH3:29])[CH3:28])=[O:25])[CH2:20][CH2:19]1.[F:30][C:31]1[CH:65]=[CH:64][C:34]([C:35](/[N:37]=[C:38]2/N([C@H]3CC[C@@H](C(=O)NC(C)C)CC3)C3C=C(OCCOC)N=CC=3N/2)=[O:36])=[CH:33][CH:32]=1. (3) Given the product [CH2:26]([C:28]1[CH:29]=[CH:30][C:31]([CH:34]2[CH2:35][CH:36](/[CH:48]=[CH:15]/[C:12]3[CH:11]=[CH:10][C:9]([C:5]4[CH:6]=[CH:7][CH:8]=[C:3]([C:2]([F:1])([F:24])[F:25])[CH:4]=4)=[CH:14][N:13]=3)[CH2:37][N:38]([C:40]([N:42]3[CH2:43][CH2:44][O:45][CH2:46][CH2:47]3)=[O:41])[CH2:39]2)=[CH:32][CH:33]=1)[CH3:27], predict the reactants needed to synthesize it. The reactants are: [F:1][C:2]([F:25])([F:24])[C:3]1[CH:4]=[C:5]([C:9]2[CH:10]=[CH:11][C:12]([CH2:15]P(=O)(OCC)OCC)=[N:13][CH:14]=2)[CH:6]=[CH:7][CH:8]=1.[CH2:26]([C:28]1[CH:33]=[CH:32][C:31]([CH:34]2[CH2:39][N:38]([C:40]([N:42]3[CH2:47][CH2:46][O:45][CH2:44][CH2:43]3)=[O:41])[CH2:37][CH:36]([CH:48]=O)[CH2:35]2)=[CH:30][CH:29]=1)[CH3:27]. (4) Given the product [Cl:1][C:2]1[C:3](=[O:32])[N:4]([CH2:20][CH2:21][C:22]2[CH:23]=[CH:24][C:25]([C:26]([OH:28])=[O:27])=[CH:30][CH:31]=2)[C:5]([CH2:11][N:12]2[CH2:16][CH2:15][CH2:14][C@@H:13]2[CH2:17][CH2:18][CH3:19])=[C:6]([CH:8]2[CH2:10][CH2:9]2)[CH:7]=1, predict the reactants needed to synthesize it. The reactants are: [Cl:1][C:2]1[C:3](=[O:32])[N:4]([CH2:20][CH2:21][C:22]2[CH:31]=[CH:30][C:25]([C:26]([O:28]C)=[O:27])=[CH:24][CH:23]=2)[C:5]([CH2:11][N:12]2[CH2:16][CH2:15][CH2:14][C@@H:13]2[CH2:17][CH2:18][CH3:19])=[C:6]([CH:8]2[CH2:10][CH2:9]2)[CH:7]=1.[OH-].[Na+].Cl.C(OCC)(=O)C. (5) Given the product [F:43][C:41]1[CH:40]=[C:4]([CH:3]=[C:2]([F:1])[CH:42]=1)[CH2:5][C:6]1[CH:7]=[C:8]2[C:12](=[CH:13][CH:14]=1)[NH:11][N:10]=[C:9]2[NH:15][C:16](=[O:39])[C:17]1[CH:22]=[CH:21][C:20]([NH2:23])=[CH:19][C:18]=1[N:26]([CH:33]1[CH2:34][CH2:35][O:36][CH2:37][CH2:38]1)[C:27](=[O:32])[C:28]([F:31])([F:29])[F:30], predict the reactants needed to synthesize it. The reactants are: [F:1][C:2]1[CH:3]=[C:4]([CH:40]=[C:41]([F:43])[CH:42]=1)[CH2:5][C:6]1[CH:7]=[C:8]2[C:12](=[CH:13][CH:14]=1)[NH:11][N:10]=[C:9]2[NH:15][C:16](=[O:39])[C:17]1[CH:22]=[CH:21][C:20]([N+:23]([O-])=O)=[CH:19][C:18]=1[N:26]([CH:33]1[CH2:38][CH2:37][O:36][CH2:35][CH2:34]1)[C:27](=[O:32])[C:28]([F:31])([F:30])[F:29].C1CCCCC=1.